The task is: Predict which catalyst facilitates the given reaction.. This data is from Catalyst prediction with 721,799 reactions and 888 catalyst types from USPTO. (1) Reactant: [N:1]([C:4]1[C:9]([Cl:10])=[CH:8][CH:7]=[CH:6][C:5]=1[Cl:11])=[N+:2]=[N-:3].[CH2:12]([O:14][C:15](=[O:22])[C:16]#[C:17][C:18]([F:21])([F:20])[F:19])[CH3:13]. Product: [CH2:12]([O:14][C:15]([C:16]1[N:1]([C:4]2[C:5]([Cl:11])=[CH:6][CH:7]=[CH:8][C:9]=2[Cl:10])[N:2]=[N:3][C:17]=1[C:18]([F:19])([F:20])[F:21])=[O:22])[CH3:13]. The catalyst class is: 11. (2) Reactant: [CH3:1][CH2:2][CH2:3][CH2:4][O:5][C:6]([CH:8]=[CH2:9])=[O:7].[C:10]([O:15][CH2:16][CH:17]1[O:19][CH2:18]1)(=[O:14])[C:11]([CH3:13])=[CH2:12].C(S)CCCCCCCCCCC.C1(C)C=CC=CC=1. Product: [C:10]([O:15][CH2:16][CH:17]1[O:19][CH2:18]1)(=[O:14])[C:11]([CH3:13])=[CH2:12].[C:6]([O:5][CH2:4][CH2:3][CH2:2][CH3:1])(=[O:7])[CH:8]=[CH2:9]. The catalyst class is: 234. (3) Reactant: CC(OI1(OC(C)=O)(OC(C)=O)OC(=O)C2C=CC=CC1=2)=O.[CH3:23][CH:24]([CH2:27][CH:28]1[CH2:33][CH2:32][CH2:31][CH:30]([CH3:34])[CH2:29]1)[CH2:25][OH:26].O. Product: [CH3:23][CH:24]([CH2:27][CH:28]1[CH2:33][CH2:32][CH2:31][CH:30]([CH3:34])[CH2:29]1)[CH:25]=[O:26]. The catalyst class is: 268. (4) Reactant: [CH3:1][O:2][C:3]1[CH:4]=[C:5](/[CH:13]=[CH:14]/[CH:15]=[CH:16]/[C:17]([OH:19])=O)[CH:6]=[C:7]([O:11][CH3:12])[C:8]=1[O:9][CH3:10].C(Cl)(=O)C([Cl:23])=O. Product: [CH3:1][O:2][C:3]1[CH:4]=[C:5](/[CH:13]=[CH:14]/[CH:15]=[CH:16]/[C:17]([Cl:23])=[O:19])[CH:6]=[C:7]([O:11][CH3:12])[C:8]=1[O:9][CH3:10]. The catalyst class is: 454. (5) Reactant: [C:1]([CH:3]=[CH:4][C:5]1[C:6]([O:15][CH3:16])=[N:7][CH:8]=[C:9]([CH:14]=1)[C:10]([O:12][CH3:13])=[O:11])#[N:2].C(O)(=O)C. Product: [C:1]([CH2:3][CH2:4][C:5]1[C:6]([O:15][CH3:16])=[N:7][CH:8]=[C:9]([CH:14]=1)[C:10]([O:12][CH3:13])=[O:11])#[N:2]. The catalyst class is: 352. (6) Reactant: [CH3:1][C:2]1([CH3:10])[O:9][C:7](=[O:8])[CH2:6][C:4](=[O:5])[O:3]1.[CH3:11]OC(OC)OC.[NH2:18][C:19]1[CH:20]=[C:21]([O:25][CH3:26])[CH:22]=[N:23][CH:24]=1. Product: [CH3:26][O:25][C:21]1[CH:20]=[C:19]([NH:18][CH:11]=[C:6]2[C:7](=[O:8])[O:9][C:2]([CH3:10])([CH3:1])[O:3][C:4]2=[O:5])[CH:24]=[N:23][CH:22]=1. The catalyst class is: 81. (7) Reactant: [CH3:1][O:2][C:3]1[N:8]=[CH:7][C:6]([C:9](=O)[CH2:10][CH3:11])=[CH:5][CH:4]=1.Cl.NO.C([N:18](CC)CC)C. Product: [CH3:1][O:2][C:3]1[N:8]=[CH:7][C:6]([CH:9]([NH2:18])[CH2:10][CH3:11])=[CH:5][CH:4]=1. The catalyst class is: 8.